From a dataset of Catalyst prediction with 721,799 reactions and 888 catalyst types from USPTO. Predict which catalyst facilitates the given reaction. (1) Reactant: [NH:1]1[CH2:6][CH2:5][CH:4]([NH:7][C:8]2[CH:9]=[C:10]([S:14][C:15]3[CH:20]=[CH:19][C:18]([CH:21]=[CH:22][C:23]([OH:25])=[O:24])=[C:17]([C:26]([F:29])([F:28])[F:27])[C:16]=3[C:30]([F:33])([F:32])[F:31])[CH:11]=[CH:12][CH:13]=2)[CH2:3][CH2:2]1.CCN(C(C)C)C(C)C.[CH3:43][N:44]([CH2:46][C:47](Cl)=[O:48])[CH3:45]. Product: [CH3:43][N:44]([CH3:45])[CH2:46][C:47]([N:1]1[CH2:6][CH2:5][CH:4]([NH:7][C:8]2[CH:9]=[C:10]([S:14][C:15]3[CH:20]=[CH:19][C:18]([CH:21]=[CH:22][C:23]([OH:25])=[O:24])=[C:17]([C:26]([F:28])([F:27])[F:29])[C:16]=3[C:30]([F:31])([F:33])[F:32])[CH:11]=[CH:12][CH:13]=2)[CH2:3][CH2:2]1)=[O:48]. The catalyst class is: 4. (2) Reactant: [I:1][C:2]1[CH:3]=[CH:4][C:5]2[N:6]([CH:8]=[C:9]([NH2:11])[N:10]=2)[N:7]=1.[CH:12]1([C:15](Cl)=[O:16])[CH2:14][CH2:13]1.O. Product: [I:1][C:2]1[CH:3]=[CH:4][C:5]2[N:6]([CH:8]=[C:9]([NH:11][C:15]([CH:12]3[CH2:14][CH2:13]3)=[O:16])[N:10]=2)[N:7]=1. The catalyst class is: 80. (3) Reactant: [Cl:1][C:2]1[N:7]=[C:6]([C:8]([O:10][CH3:11])=[O:9])[CH:5]=[C:4](Cl)[N:3]=1.C(=O)(O)[O-].[Na+].[NH:18]1[CH:22]=[CH:21][CH:20]=[N:19]1. Product: [Cl:1][C:2]1[N:7]=[C:6]([C:8]([O:10][CH3:11])=[O:9])[CH:5]=[C:4]([N:18]2[CH:22]=[CH:21][CH:20]=[N:19]2)[N:3]=1. The catalyst class is: 51. (4) Reactant: [C:1]1([C:7]2[N:8]=[CH:9][NH:10][CH:11]=2)[CH:6]=[CH:5][CH:4]=[CH:3][CH:2]=1.CC(C)([O-])C.[Na+].CS(O[CH2:23][CH2:24][CH2:25][CH2:26][CH2:27][CH2:28][CH2:29][CH2:30][O:31][CH2:32][CH2:33][CH2:34][CH2:35][CH2:36][CH3:37])(=O)=O. Product: [CH2:32]([O:31][CH2:30][CH2:29][CH2:28][CH2:27][CH2:26][CH2:25][CH2:24][CH2:23][N:10]1[CH:11]=[C:7]([C:1]2[CH:2]=[CH:3][CH:4]=[CH:5][CH:6]=2)[N:8]=[CH:9]1)[CH2:33][CH2:34][CH2:35][CH2:36][CH3:37]. The catalyst class is: 3.